Dataset: Catalyst prediction with 721,799 reactions and 888 catalyst types from USPTO. Task: Predict which catalyst facilitates the given reaction. (1) Reactant: O.C1(C)C=CC(S(O)(=O)=O)=CC=1.[Br:13][C:14]1[C:22]2[S:21][N:20]=[CH:19][C:18]=2[CH:17]=[C:16](N)[CH:15]=1.N([O-])=O.[Na+].[I-:28].[K+].C(=O)(O)[O-].[Na+].S([O-])([O-])(=O)=S.[Na+].[Na+]. Product: [Br:13][C:14]1[C:22]2[S:21][N:20]=[CH:19][C:18]=2[CH:17]=[C:16]([I:28])[CH:15]=1. The catalyst class is: 47. (2) Reactant: [CH2:1]([O:3][C:4]([N:6]1[CH2:11][CH2:10][N:9]([C:12](=[O:50])[C@@H:13]([NH:23][C:24]([C:26]2[CH:30]=[C:29]([O:31][C@H:32]([C:34]([O:36]CC3C=CC=CC=3)=[O:35])[CH3:33])[N:28]([C:44]3[CH:49]=[CH:48][CH:47]=[CH:46][CH:45]=3)[N:27]=2)=[O:25])[CH2:14][CH2:15][C:16]([O:18][C:19]([CH3:22])([CH3:21])[CH3:20])=[O:17])[CH2:8][CH2:7]1)=[O:5])[CH3:2]. Product: [CH2:1]([O:3][C:4]([N:6]1[CH2:11][CH2:10][N:9]([C:12](=[O:50])[C@@H:13]([NH:23][C:24]([C:26]2[CH:30]=[C:29]([O:31][C@H:32]([C:34]([OH:36])=[O:35])[CH3:33])[N:28]([C:44]3[CH:49]=[CH:48][CH:47]=[CH:46][CH:45]=3)[N:27]=2)=[O:25])[CH2:14][CH2:15][C:16]([O:18][C:19]([CH3:22])([CH3:21])[CH3:20])=[O:17])[CH2:8][CH2:7]1)=[O:5])[CH3:2]. The catalyst class is: 13.